From a dataset of Reaction yield outcomes from USPTO patents with 853,638 reactions. Predict the reaction yield, written as a fraction of the theoretical maximum amount of product (1.0 means a 100% yield; for example, 0.34 means a 34% yield). (1) The reactants are [BH4-].[Na+].[Br:3][C:4]1[CH:9]=[CH:8][C:7]([C:10]2[CH2:11][CH2:12][CH2:13][N:14]=2)=[CH:6][CH:5]=1. The catalyst is O.CO. The product is [Br:3][C:4]1[CH:5]=[CH:6][C:7]([CH:10]2[CH2:11][CH2:12][CH2:13][NH:14]2)=[CH:8][CH:9]=1. The yield is 0.840. (2) The reactants are [F:1][B-:2]([F:5])([F:4])[F:3].[H+].[N:7]1[CH:12]=[CH:11][CH:10]=[CH:9][CH:8]=1. No catalyst specified. The product is [F:1][B-:2]([F:5])([F:4])[F:3].[NH+:7]1[CH:12]=[CH:11][CH:10]=[CH:9][CH:8]=1. The yield is 0.600. (3) The reactants are [F:1][C:2]1[CH:16]=[CH:15][C:5]2[C:6]([CH:9]3[CH2:14][CH2:13][NH:12][CH2:11][CH2:10]3)=[N:7][O:8][C:4]=2[CH:3]=1.C(=O)([O-])[O-].[Na+].[Na+].[I-].[K+].[CH3:25][N:26]([CH:28]=[O:29])[CH3:27]. The catalyst is O. The product is [F:1][C:2]1[CH:16]=[CH:15][C:5]2[C:6]([CH:9]3[CH2:10][CH2:11][N:12]([CH2:3][CH2:4][C:5]4[C:28](=[O:29])[N:26]5[CH2:27][CH2:15][CH2:16][CH2:2][C:25]5=[N:7][C:6]=4[CH3:9])[CH2:13][CH2:14]3)=[N:7][O:8][C:4]=2[CH:3]=1. The yield is 0.460. (4) The reactants are [NH2:1][C:2]1[N:7]=[CH:6][N:5]=[C:4]2[N:8]([CH2:25][C@H:26]3[CH2:30][CH2:29][CH2:28][N:27]3[C:31](=[O:47])[C:32]([C:45]#[N:46])=[CH:33][C:34]3([NH:37]C(=O)OC(C)(C)C)[CH2:36][CH2:35]3)[N:9]=[C:10]([C:11]3[CH:16]=[CH:15][C:14]([O:17][C:18]4[CH:23]=[CH:22][CH:21]=[CH:20][CH:19]=4)=[CH:13][C:12]=3[F:24])[C:3]=12.C(O)(C(F)(F)F)=O. The catalyst is C(Cl)Cl. The product is [NH2:1][C:2]1[N:7]=[CH:6][N:5]=[C:4]2[N:8]([CH2:25][C@H:26]3[CH2:30][CH2:29][CH2:28][N:27]3[C:31]([C:32](=[CH:33][C:34]3([NH2:37])[CH2:36][CH2:35]3)[C:45]#[N:46])=[O:47])[N:9]=[C:10]([C:11]3[CH:16]=[CH:15][C:14]([O:17][C:18]4[CH:19]=[CH:20][CH:21]=[CH:22][CH:23]=4)=[CH:13][C:12]=3[F:24])[C:3]=12. The yield is 0.120. (5) The catalyst is C1COCC1.CO.O. The reactants are [F:1][C:2]1[CH:7]=[CH:6][CH:5]=[C:4]([NH2:8])[C:3]=1[NH2:9].[C:10](N1C=CN=C1)(N1C=CN=C1)=[O:11].N. The product is [F:1][C:2]1[C:3]2[NH:9][C:10](=[O:11])[NH:8][C:4]=2[CH:5]=[CH:6][CH:7]=1. The yield is 0.970. (6) The reactants are I.[NH2:2][C:3]1[C:4]([C:11]([NH:13][C:14](=[NH:17])SC)=[O:12])=[N:5][C:6]([Cl:10])=[C:7]([NH2:9])[N:8]=1.[NH2:18][CH2:19][CH2:20][CH2:21][CH2:22][C:23]1[CH:39]=[CH:38][C:26]([O:27][CH2:28][C:29]([N:31]([CH2:35][CH2:36][OH:37])[CH2:32][CH2:33][OH:34])=[O:30])=[CH:25][CH:24]=1.C(N(CC)CC)C. The catalyst is C(O)C. The product is [NH2:2][C:3]1[C:4]([C:11]([N:13]=[C:14]([NH2:17])[NH:18][CH2:19][CH2:20][CH2:21][CH2:22][C:23]2[CH:39]=[CH:38][C:26]([O:27][CH2:28][C:29]([N:31]([CH2:35][CH2:36][OH:37])[CH2:32][CH2:33][OH:34])=[O:30])=[CH:25][CH:24]=2)=[O:12])=[N:5][C:6]([Cl:10])=[C:7]([NH2:9])[N:8]=1. The yield is 0.640. (7) The reactants are O=C1C2C(=CC=CC=2)C(=O)[N:3]1[CH:12]([C:22]1[C:31]2[C:26](=[CH:27][CH:28]=[CH:29][CH:30]=2)[CH:25]=[CH:24][CH:23]=1)[CH2:13][NH:14][C:15](=[O:21])[O:16][C:17]([CH3:20])([CH3:19])[CH3:18].NN. The catalyst is CO. The product is [NH2:3][CH:12]([C:22]1[C:31]2[C:26](=[CH:27][CH:28]=[CH:29][CH:30]=2)[CH:25]=[CH:24][CH:23]=1)[CH2:13][NH:14][C:15](=[O:21])[O:16][C:17]([CH3:20])([CH3:18])[CH3:19]. The yield is 0.550. (8) The reactants are [Cl:1][C:2]1[CH:10]=[C:9]2[C:5]([CH:6]=[C:7]([CH3:11])[NH:8]2)=[CH:4][CH:3]=1.[F:12][C:13]([F:24])([F:23])[C:14](O[C:14](=[O:15])[C:13]([F:24])([F:23])[F:12])=[O:15]. The catalyst is ClCCCl. The product is [Cl:1][C:2]1[CH:10]=[C:9]2[C:5]([C:6]([C:14](=[O:15])[C:13]([F:24])([F:23])[F:12])=[C:7]([CH3:11])[NH:8]2)=[CH:4][CH:3]=1. The yield is 0.950.